This data is from Full USPTO retrosynthesis dataset with 1.9M reactions from patents (1976-2016). The task is: Predict the reactants needed to synthesize the given product. (1) Given the product [NH:13]1[C:1]([C:3]2[CH:4]=[C:5]([CH:10]=[CH:11][CH:12]=2)[C:6]([O:8][CH3:9])=[O:7])=[N:2][N:15]=[N:14]1, predict the reactants needed to synthesize it. The reactants are: [C:1]([C:3]1[CH:4]=[C:5]([CH:10]=[CH:11][CH:12]=1)[C:6]([O:8][CH3:9])=[O:7])#[N:2].[N-:13]=[N+:14]=[N-:15].[Na+].[Cl-].[NH4+].N([O-])=O.[Na+]. (2) Given the product [CH2:1]1[C:5]2[CH:6]=[CH:7][C:8]([O:10][C:11]3[CH:12]=[CH:13][C:14]([N:17]4[C:18](=[O:22])[C@@H:19]([CH3:21])[NH:20][C:24]4=[O:26])=[CH:15][CH:16]=3)=[CH:9][C:4]=2[CH2:3][O:2]1, predict the reactants needed to synthesize it. The reactants are: [CH2:1]1[C:5]2[CH:6]=[CH:7][C:8]([O:10][C:11]3[CH:16]=[CH:15][C:14]([NH:17][C:18](=[O:22])[C@@H:19]([CH3:21])[NH2:20])=[CH:13][CH:12]=3)=[CH:9][C:4]=2[CH2:3][O:2]1.Cl[C:24](Cl)([O:26]C(=O)OC(Cl)(Cl)Cl)Cl.C([O-])(O)=O.[Na+]. (3) Given the product [F:24][C:23]([F:26])([F:25])[CH2:22][N:7]1[C:8]2[C:4](=[C:3]([C:2]([F:14])([F:1])[F:15])[C:11]([C:12]#[N:13])=[CH:10][CH:9]=2)[CH:5]=[CH:6]1, predict the reactants needed to synthesize it. The reactants are: [F:1][C:2]([F:15])([F:14])[C:3]1[C:11]([C:12]#[N:13])=[CH:10][CH:9]=[C:8]2[C:4]=1[CH:5]=[CH:6][NH:7]2.FC(F)(F)S(O[CH2:22][C:23]([F:26])([F:25])[F:24])(=O)=O. (4) Given the product [CH3:21][C:9]1[N:8]([C:7]2[CH:6]=[CH:5][C:4]([O:22][C:28]3[CH:29]=[CH:24][CH:25]=[C:26]([S:30]([CH:33]([CH3:35])[CH3:34])(=[O:31])=[O:32])[CH:27]=3)=[CH:3][C:2]=2[CH3:1])[C:12]2[CH:13]=[CH:14][CH:15]=[C:16]([C:17]([F:20])([F:19])[F:18])[C:11]=2[N:10]=1, predict the reactants needed to synthesize it. The reactants are: [CH3:1][C:2]1[CH:3]=[C:4]([OH:22])[CH:5]=[CH:6][C:7]=1[N:8]1[C:12]2[CH:13]=[CH:14][CH:15]=[C:16]([C:17]([F:20])([F:19])[F:18])[C:11]=2[N:10]=[C:9]1[CH3:21].Br[C:24]1[CH:29]=[CH:28][CH:27]=[C:26]([S:30]([CH:33]([CH3:35])[CH3:34])(=[O:32])=[O:31])[CH:25]=1. (5) Given the product [ClH:24].[ClH:24].[Br:15][C:12]1[CH:13]=[CH:14][C:6]([NH:5][NH2:1])=[C:7]([CH:11]=1)[C:8]([OH:10])=[O:9], predict the reactants needed to synthesize it. The reactants are: [N:1]([O-])=O.[Na+].[NH2:5][C:6]1[CH:14]=[CH:13][C:12]([Br:15])=[CH:11][C:7]=1[C:8]([OH:10])=[O:9].C(O)(C)C.C(=O)=O.[Sn](Cl)[Cl:24]. (6) Given the product [CH3:1][C:2]1[CH:7]=[CH:6][CH:5]=[CH:4][C:3]=1[N:8]1[C:12]([C:13]2[C:14]([OH:35])=[CH:15][C:16]([OH:27])=[C:17]([CH:26]=2)[C:18]([N:20]([CH3:25])[CH2:21][CH2:22][CH2:23][CH3:24])=[O:19])=[N:11][N:10]=[C:9]1[OH:43], predict the reactants needed to synthesize it. The reactants are: [CH3:1][C:2]1[CH:7]=[CH:6][CH:5]=[CH:4][C:3]=1[N:8]1[C:12]([C:13]2[C:14]([O:35]CC3C=CC=CC=3)=[CH:15][C:16]([O:27]CC3C=CC=CC=3)=[C:17]([CH:26]=2)[C:18]([N:20]([CH3:25])[CH2:21][CH2:22][CH2:23][CH3:24])=[O:19])=[N:11][N:10]=[C:9]1[OH:43].[H][H]. (7) Given the product [CH2:12]1[C:13]2[C:18](=[CH:17][CH:16]=[CH:15][CH:14]=2)[CH2:19][C@@H:10]([CH2:9][NH:8][C:6](=[O:7])[O:5][C:1]([CH3:3])([CH3:2])[CH3:4])[NH:11]1, predict the reactants needed to synthesize it. The reactants are: [C:1]([O:5][C:6]([NH:8][CH2:9][C@@H:10]1[CH2:19][C:18]2[C:13](=[CH:14][CH:15]=[CH:16][CH:17]=2)[CH2:12][N:11]1C(OCC1C=CC=CC=1)=O)=[O:7])([CH3:4])([CH3:3])[CH3:2]. (8) Given the product [Br:1][C:2]1[CH:7]=[C:6]2[C:5](=[CH:4][CH:3]=1)[C:8]1[NH:12][C:11]([C@@H:13]3[CH2:17][CH2:16][CH2:15][N:14]3[C:18](=[O:28])[C@@H:19]([NH:23][C:24](=[O:27])[O:25][CH3:26])[CH:20]([CH3:22])[CH3:21])=[N:10][C:9]=1[CH:36]=[C:35]2[C:34]#[C:39][CH3:38], predict the reactants needed to synthesize it. The reactants are: [Br:1][C:2]1[CH:7]=[CH:6][C:5]([C:8]2[NH:12][C:11]([C@@H:13]3[CH2:17][CH2:16][CH2:15][N:14]3[C:18](=[O:28])[C@@H:19]([NH:23][C:24](=[O:27])[O:25][CH3:26])[CH:20]([CH3:22])[CH3:21])=[N:10][CH:9]=2)=[CH:4][C:3]=1OC(F)F.Br[C:34]1[CH:39]=[CH:38]C(C2NC([C@@H]3CCCN3C(OC(C)(C)C)=O)=NC=2)=[CH:36][C:35]=1OC(F)F. (9) Given the product [CH3:41][O:40][N:39]=[C:36]1[C:35]([CH3:43])([CH3:42])[S:34](=[O:45])(=[O:44])[N:33]([CH3:46])[C:32]2[CH:31]=[CH:30][C:29]([C:16]3[CH:17]=[N:18][N:19]([C:21]4[CH:22]=[N:23][CH:24]=[CH:25][CH:26]=4)[CH:20]=3)=[N:38][C:37]1=2, predict the reactants needed to synthesize it. The reactants are: C([O-])([O-])=O.[Na+].[Na+].O.CC1(C)C(C)(C)OB([C:16]2[CH:17]=[N:18][N:19]([C:21]3[CH:22]=[N:23][CH:24]=[CH:25][CH:26]=3)[CH:20]=2)O1.Br[C:29]1[CH:30]=[CH:31][C:32]2[N:33]([CH3:46])[S:34](=[O:45])(=[O:44])[C:35]([CH3:43])([CH3:42])[C:36](=[N:39][O:40][CH3:41])[C:37]=2[N:38]=1.